From a dataset of Forward reaction prediction with 1.9M reactions from USPTO patents (1976-2016). Predict the product of the given reaction. (1) Given the reactants [CH:1]1([CH:4]([C:11]2[CH:16]=[CH:15][N:14]=[C:13]([O:17][CH2:18][CH:19]3[CH2:24][CH2:23][N:22]([C:25]4[CH:30]=[C:29]([OH:31])[CH:28]=[CH:27][C:26]=4[C:32](=[O:46])[N:33]([CH2:41][C:42]([CH3:45])([CH3:44])[CH3:43])[C:34]4[CH:39]=[CH:38][CH:37]=[C:36]([CH3:40])[N:35]=4)[CH2:21][CH2:20]3)[CH:12]=2)[CH2:5][C:6]([O:8]CC)=[O:7])[CH2:3][CH2:2]1.Cl[C:48]([F:54])([F:53])C(OC)=O.C(=O)([O-])[O-].[Cs+].[Cs+].O, predict the reaction product. The product is: [CH:1]1([CH:4]([C:11]2[CH:16]=[CH:15][N:14]=[C:13]([O:17][CH2:18][CH:19]3[CH2:20][CH2:21][N:22]([C:25]4[CH:30]=[C:29]([O:31][CH:48]([F:54])[F:53])[CH:28]=[CH:27][C:26]=4[C:32](=[O:46])[N:33]([CH2:41][C:42]([CH3:44])([CH3:45])[CH3:43])[C:34]4[CH:39]=[CH:38][CH:37]=[C:36]([CH3:40])[N:35]=4)[CH2:23][CH2:24]3)[CH:12]=2)[CH2:5][C:6]([OH:8])=[O:7])[CH2:2][CH2:3]1. (2) The product is: [Cl:31][C:32]1[CH:33]=[CH:34][C:35]([CH:44]2[CH2:45][CH2:46][N:47]([C:27]([C@@H:20]3[CH2:21][C@H:22]([N:24]([CH3:25])[CH3:26])[CH2:23][C@H:19]3[C:13]3[CH:14]=[CH:15][C:16]([F:18])=[CH:17][C:12]=3[F:11])=[O:29])[CH2:48][CH2:49]2)=[C:36]([C@@H:38]([NH:40][C:41](=[O:43])[CH3:42])[CH3:39])[CH:37]=1. Given the reactants C(N(CC)C(C)C)(C)C.Cl.[F:11][C:12]1[CH:17]=[C:16]([F:18])[CH:15]=[CH:14][C:13]=1[C@@H:19]1[CH2:23][C@@H:22]([N:24]([CH3:26])[CH3:25])[CH2:21][C@H:20]1[C:27]([OH:29])=O.Cl.[Cl:31][C:32]1[CH:33]=[CH:34][C:35]([CH:44]2[CH2:49][CH2:48][NH:47][CH2:46][CH2:45]2)=[C:36]([C@@H:38]([NH:40][C:41](=[O:43])[CH3:42])[CH3:39])[CH:37]=1.F[P-](F)(F)(F)(F)F.C[N+](C)=C(N(C)C)O, predict the reaction product. (3) Given the reactants [CH3:1][O:2][C:3]1[CH:8]=[CH:7][N:6]=[CH:5][C:4]=1[NH2:9].C(O)(C(F)(F)F)=O.C1C(=O)N([Br:24])C(=O)C1, predict the reaction product. The product is: [Br:24][C:5]1[C:4]([NH2:9])=[C:3]([O:2][CH3:1])[CH:8]=[CH:7][N:6]=1.